From a dataset of Forward reaction prediction with 1.9M reactions from USPTO patents (1976-2016). Predict the product of the given reaction. (1) Given the reactants Br[C:2]1[CH:3]=[C:4]2[C:9](=[N:10][CH:11]=1)[NH:8][C:7](=[O:12])[CH2:6][CH2:5]2.[F:13][C:14]([F:25])([F:24])[C:15]1[CH:20]=[CH:19][C:18](B(O)O)=[CH:17][CH:16]=1.C(=O)([O-])[O-].[K+].[K+], predict the reaction product. The product is: [F:13][C:14]([F:25])([F:24])[C:15]1[CH:20]=[CH:19][C:18]([C:2]2[CH:3]=[C:4]3[C:9](=[N:10][CH:11]=2)[NH:8][C:7](=[O:12])[CH2:6][CH2:5]3)=[CH:17][CH:16]=1. (2) Given the reactants [Cl:1][C:2]1[C:6]2[CH:7]=[CH:8][CH:9]=[CH:10][C:5]=2[S:4][C:3]=1[CH2:11]O.P(Br)(Br)[Br:14].O, predict the reaction product. The product is: [Br:14][CH2:11][C:3]1[S:4][C:5]2[CH:10]=[CH:9][CH:8]=[CH:7][C:6]=2[C:2]=1[Cl:1]. (3) Given the reactants [ClH:1].O1CCOCC1.OC(C(F)(F)F)=O.[N:15]1[CH:20]=[CH:19][CH:18]=[C:17]([O:21][CH2:22][CH:23]2[CH2:28][N:27](C(OC(C)(C)C)=O)[CH2:26][CH2:25][N:24]2[C:36]([O:38][C:39]2[CH:44]=[CH:43][C:42]([F:45])=[CH:41][CH:40]=2)=[O:37])[CH:16]=1, predict the reaction product. The product is: [ClH:1].[ClH:1].[N:15]1[CH:20]=[CH:19][CH:18]=[C:17]([O:21][CH2:22][CH:23]2[CH2:28][NH:27][CH2:26][CH2:25][N:24]2[C:36]([O:38][C:39]2[CH:40]=[CH:41][C:42]([F:45])=[CH:43][CH:44]=2)=[O:37])[CH:16]=1. (4) Given the reactants [NH2:1][C:2]1[CH:3]=[C:4]([OH:9])[C:5]([OH:8])=[CH:6][CH:7]=1.[OH-].[Na+].[CH3:12][CH:13]([CH3:28])[CH2:14][CH2:15][CH2:16][CH2:17][CH2:18][CH2:19][CH2:20][CH2:21][CH2:22][CH2:23][CH2:24][C:25](Cl)=[O:26].[N+](C1C=C(O)C(O)=CC=1)([O-])=O.Cl, predict the reaction product. The product is: [OH:9][C:4]1[CH:3]=[C:2]([NH:1][C:25](=[O:26])[CH2:24][CH2:23][CH2:22][CH2:21][CH2:20][CH2:19][CH2:18][CH2:17][CH2:16][CH2:15][CH2:14][CH:13]([CH3:12])[CH3:28])[CH:7]=[CH:6][C:5]=1[OH:8].